This data is from Forward reaction prediction with 1.9M reactions from USPTO patents (1976-2016). The task is: Predict the product of the given reaction. (1) Given the reactants [NH2:1][C:2]1[S:3][CH:4]=[C:5]([CH2:7][O:8]/[N:9]=[C:10](/[C:13]2[CH:18]=[CH:17][CH:16]=[CH:15][CH:14]=2)\[C:11]#[N:12])[N:6]=1.N1C=CC=CC=1.[C:25]1([CH2:31][CH2:32][O:33][C:34](Cl)=[O:35])[CH:30]=[CH:29][CH:28]=[CH:27][CH:26]=1, predict the reaction product. The product is: [C:11](/[C:10](=[N:9]\[O:8][CH2:7][C:5]1[N:6]=[C:2]([NH:1][C:34](=[O:35])[O:33][CH2:32][CH2:31][C:25]2[CH:30]=[CH:29][CH:28]=[CH:27][CH:26]=2)[S:3][CH:4]=1)/[C:13]1[CH:18]=[CH:17][CH:16]=[CH:15][CH:14]=1)#[N:12]. (2) Given the reactants [C:1]([OH:6])(=[O:5])[C:2]([CH3:4])=[CH2:3].[C:7]([O:11][CH2:12][CH2:13][CH2:14][CH3:15])(=[O:10])[CH:8]=[CH2:9], predict the reaction product. The product is: [C:7]([O:11][CH2:12][CH2:13][CH2:14][CH3:15])(=[O:10])[CH:8]=[CH2:9].[C:1]([O:6][CH3:7])(=[O:5])[C:2]([CH3:4])=[CH2:3].[C:1]([OH:6])(=[O:5])[C:2]([CH3:4])=[CH2:3]. (3) Given the reactants Cl[CH2:2][C:3]1[N:7]([CH2:8][C@@H:9]2[CH2:14][CH2:13][CH2:12][N:11]([C:15]([O:17][C:18]([CH3:21])([CH3:20])[CH3:19])=[O:16])[CH2:10]2)[C:6]2[CH:22]=[CH:23][CH:24]=[CH:25][C:5]=2[N:4]=1.[CH3:26][NH:27][C@@H:28]1[C:37]2[N:36]=[CH:35][CH:34]=[CH:33][C:32]=2[CH2:31][CH2:30][CH2:29]1.[I-].[K+].C(N(CC)C(C)C)(C)C, predict the reaction product. The product is: [CH3:26][N:27]([CH2:2][C:3]1[N:7]([CH2:8][C@@H:9]2[CH2:14][CH2:13][CH2:12][N:11]([C:15]([O:17][C:18]([CH3:21])([CH3:20])[CH3:19])=[O:16])[CH2:10]2)[C:6]2[CH:22]=[CH:23][CH:24]=[CH:25][C:5]=2[N:4]=1)[C@@H:28]1[C:37]2[N:36]=[CH:35][CH:34]=[CH:33][C:32]=2[CH2:31][CH2:30][CH2:29]1. (4) The product is: [Cl:1][CH2:2][C:3]([NH:5][CH2:6][C:7]#[C:8][C:9]1[CH:10]=[C:11]2[C:16](=[CH:17][CH:18]=1)[N:15]=[CH:14][N:13]=[C:12]2[NH:34][C:23]1[CH:24]=[CH:25][C:26]([O:27][C:28]2[CH:29]=[N:30][CH:31]=[CH:32][CH:33]=2)=[C:21]([CH3:20])[CH:22]=1)=[O:4]. Given the reactants [Cl:1][CH2:2][C:3]([NH:5][CH2:6][C:7]#[C:8][C:9]1[CH:10]=[C:11]2[C:16](=[CH:17][CH:18]=1)[N:15]=[CH:14][N:13]=[C:12]2Cl)=[O:4].[CH3:20][C:21]1[CH:22]=[C:23]([NH2:34])[CH:24]=[CH:25][C:26]=1[O:27][C:28]1[CH:29]=[N:30][CH:31]=[CH:32][CH:33]=1, predict the reaction product. (5) Given the reactants [F:1][C:2]1[CH:25]=[C:24]([N+:26]([O-:28])=[O:27])[CH:23]=[CH:22][C:3]=1[O:4][C:5]1[CH:10]=[CH:9][N:8]=[C:7]2[CH:11]=[C:12]([C:14]3[CH:21]=[CH:20][C:17]([CH:18]=O)=[CH:16][CH:15]=3)[S:13][C:6]=12.COC[CH2:32][O:33][CH2:34][CH2:35][O:36][CH2:37][CH2:38][O:39][CH2:40][CH2:41][NH2:42].C(O)(=O)C.C(O[BH-](OC(=O)C)OC(=O)C)(=O)C.[Na+], predict the reaction product. The product is: [F:1][C:2]1[CH:25]=[C:24]([N+:26]([O-:28])=[O:27])[CH:23]=[CH:22][C:3]=1[O:4][C:5]1[CH:10]=[CH:9][N:8]=[C:7]2[CH:11]=[C:12]([C:14]3[CH:15]=[CH:16][C:17]([CH2:18][NH:42][CH2:41][CH2:40][O:39][CH2:38][CH2:37][O:36][CH2:35][CH2:34][O:33][CH3:32])=[CH:20][CH:21]=3)[S:13][C:6]=12. (6) Given the reactants Br[C:2]1[C:7]([F:8])=[CH:6][CH:5]=[CH:4][N:3]=1.[C:9]([C:11]1[CH:16]=[CH:15][C:14](B(O)O)=[CH:13][CH:12]=1)#[N:10].C(=O)([O-])[O-].[Na+].[Na+], predict the reaction product. The product is: [F:8][C:7]1[C:2]([C:14]2[CH:15]=[CH:16][C:11]([C:9]#[N:10])=[CH:12][CH:13]=2)=[N:3][CH:4]=[CH:5][CH:6]=1. (7) The product is: [CH:1]1([S:4]([C:7]2[CH:12]=[CH:11][C:10]([CH:13]([C:36]3[NH:40][C:39]([C:41]4[S:42][CH:43]=[CH:44][N:45]=4)=[CH:38][CH:37]=3)[CH2:14][C@H:15]3[CH2:35][CH2:34][C:17](=[O:18])[CH2:16]3)=[CH:9][CH:8]=2)(=[O:6])=[O:5])[CH2:3][CH2:2]1. Given the reactants [CH:1]1([S:4]([C:7]2[CH:12]=[CH:11][C:10]([CH:13]([C:36]3[NH:40][C:39]([C:41]4[S:42][CH:43]=[CH:44][N:45]=4)=[CH:38][CH:37]=3)[CH2:14][C@H:15]3[CH2:35][CH2:34][C:17]4(O[C@H](C5C=CC=CC=5)[C@@H](C5C=CC=CC=5)[O:18]4)[CH2:16]3)=[CH:9][CH:8]=2)(=[O:6])=[O:5])[CH2:3][CH2:2]1.S(=O)(=O)(O)O.C(=O)([O-])O.[Na+], predict the reaction product. (8) Given the reactants [I:1][C:2]1[CH:3]=[N:4][CH:5]=[CH:6][C:7]=1[NH2:8].[H-].[Na+].[N:11]([C@H:14]1[CH2:18][CH2:17][CH2:16][C@@H:15]1[NH:19][C:20](=[O:32])[C:21]1[CH:26]=[CH:25][CH:24]=[CH:23][C:22]=1[N:27]1[N:31]=[CH:30][CH:29]=[N:28]1)=[C:12]=[S:13], predict the reaction product. The product is: [I:1][C:2]1[CH:3]=[N:4][CH:5]=[CH:6][C:7]=1[NH:8][C:12]([NH:11][C@H:14]1[CH2:18][CH2:17][CH2:16][C@@H:15]1[NH:19][C:20](=[O:32])[C:21]1[CH:26]=[CH:25][CH:24]=[CH:23][C:22]=1[N:27]1[N:28]=[CH:29][CH:30]=[N:31]1)=[S:13].